Dataset: Reaction yield outcomes from USPTO patents with 853,638 reactions. Task: Predict the reaction yield, written as a fraction of the theoretical maximum amount of product (1.0 means a 100% yield; for example, 0.34 means a 34% yield). The reactants are C1(C)C=CC(S(O)(=O)=O)=CC=1.[CH:12]1([O:17][C:18](=[O:25])[C@@H:19]([NH2:24])[CH2:20][CH:21]([CH3:23])[CH3:22])[CH2:16][CH2:15][CH2:14][CH2:13]1. The catalyst is C(Cl)Cl.C([O-])(O)=O.[Na+]. The product is [CH:12]1([O:17][C:18](=[O:25])[C@@H:19]([NH2:24])[CH2:20][CH:21]([CH3:22])[CH3:23])[CH2:13][CH2:14][CH2:15][CH2:16]1. The yield is 0.800.